Dataset: Reaction yield outcomes from USPTO patents with 853,638 reactions. Task: Predict the reaction yield, written as a fraction of the theoretical maximum amount of product (1.0 means a 100% yield; for example, 0.34 means a 34% yield). (1) The reactants are S(=O)(=O)(O)O.[OH:6][C:7]1[CH:8]=[N:9][C:10]2[C:15]([C:16]=1[C:17]([OH:19])=[O:18])=[CH:14][C:13]([O:20][CH3:21])=[CH:12][CH:11]=2.[CH3:22]O. No catalyst specified. The product is [CH3:22][O:18][C:17]([C:16]1[C:15]2[C:10](=[CH:11][CH:12]=[C:13]([O:20][CH3:21])[CH:14]=2)[N:9]=[CH:8][C:7]=1[OH:6])=[O:19]. The yield is 0.970. (2) The reactants are [NH2:1][C:2]1[N:3]([C:13]2[CH:18]=[CH:17][CH:16]=[C:15]([C:19]([F:22])([F:21])[F:20])[CH:14]=2)[C:4]2[C:9]([C:10](=[O:12])[CH:11]=1)=[CH:8][CH:7]=[CH:6][N:5]=2.[CH3:23][C:24]1[CH:31]=[CH:30][C:27]([CH2:28]Br)=[CH:26][CH:25]=1. The catalyst is C1COCC1. The product is [CH3:23][C:24]1[CH:31]=[CH:30][C:27]([CH2:28][NH:1][C:2]2[N:3]([C:13]3[CH:18]=[CH:17][CH:16]=[C:15]([C:19]([F:22])([F:20])[F:21])[CH:14]=3)[C:4]3[C:9]([C:10](=[O:12])[CH:11]=2)=[CH:8][CH:7]=[CH:6][N:5]=3)=[CH:26][CH:25]=1. The yield is 0.0300.